Dataset: Catalyst prediction with 721,799 reactions and 888 catalyst types from USPTO. Task: Predict which catalyst facilitates the given reaction. (1) Reactant: C[O:2][C:3]([C:5]1[CH:6]=[C:7]([Cl:31])[CH:8]=[C:9]2[C:14]=1[NH:13][CH:12]([C:15]1[CH:20]=[CH:19][CH:18]=[C:17]([NH:21][C:22]([CH3:28])([C:24](=[O:27])[NH:25][CH3:26])[CH3:23])[CH:16]=1)[C:11]([CH3:30])([CH3:29])[CH2:10]2)=[O:4].O.[OH-].[Li+].O.Cl. Product: [Cl:31][C:7]1[CH:8]=[C:9]2[C:14](=[C:5]([C:3]([OH:4])=[O:2])[CH:6]=1)[NH:13][CH:12]([C:15]1[CH:20]=[CH:19][CH:18]=[C:17]([NH:21][C:22]([CH3:28])([C:24](=[O:27])[NH:25][CH3:26])[CH3:23])[CH:16]=1)[C:11]([CH3:30])([CH3:29])[CH2:10]2. The catalyst class is: 111. (2) Reactant: [F:1][C:2]1[CH:7]=[CH:6][C:5]([O:8][CH3:9])=[CH:4][C:3]=1[C:10]1[CH:11]=[CH:12][C:13]([OH:21])=[N:14][C:15]=1[CH2:16][C:17]([CH3:20])([CH3:19])[CH3:18].[CH:22]1([CH:25]([C:32]2[CH:37]=[CH:36][CH:35]=[C:34]([CH2:38]O)[CH:33]=2)[CH2:26][C:27]([O:29][CH2:30][CH3:31])=[O:28])[CH2:24][CH2:23]1.N(C(N1CCCCC1)=O)=NC(N1CCCCC1)=O.C(P(CCCC)CCCC)CCC. Product: [CH:22]1([CH:25]([C:32]2[CH:37]=[CH:36][CH:35]=[C:34]([CH2:38][O:21][C:13]3[CH:12]=[CH:11][C:10]([C:3]4[CH:4]=[C:5]([O:8][CH3:9])[CH:6]=[CH:7][C:2]=4[F:1])=[C:15]([CH2:16][C:17]([CH3:18])([CH3:20])[CH3:19])[N:14]=3)[CH:33]=2)[CH2:26][C:27]([O:29][CH2:30][CH3:31])=[O:28])[CH2:24][CH2:23]1. The catalyst class is: 1.